From a dataset of Full USPTO retrosynthesis dataset with 1.9M reactions from patents (1976-2016). Predict the reactants needed to synthesize the given product. Given the product [CH3:28][O:29][C:2]1[CH:7]=[CH:6][C:5]([CH2:8][CH2:9][C:10]([OH:12])=[O:11])=[C:4]([NH:23][CH2:22][C:21]2[CH:24]=[CH:25][CH:18]=[CH:19][CH:20]=2)[C:3]=1[N+:13]([O-:15])=[O:14], predict the reactants needed to synthesize it. The reactants are: F[C:2]1[CH:7]=[CH:6][C:5]([CH2:8][CH2:9][C:10]([OH:12])=[O:11])=[CH:4][C:3]=1[N+:13]([O-:15])=[O:14].CO[C:18]1[CH:25]=[CH:24][C:21]([CH2:22][NH2:23])=[CH:20][CH:19]=1.CN(C)[CH:28]=[O:29].